This data is from Reaction yield outcomes from USPTO patents with 853,638 reactions. The task is: Predict the reaction yield, written as a fraction of the theoretical maximum amount of product (1.0 means a 100% yield; for example, 0.34 means a 34% yield). (1) The reactants are Cl[C:2]1[CH:3]=[CH:4][C:5]2[C:34]3[C:10](=[C:11]4[C:31](=[CH:32][CH:33]=3)[C:15]3[N:16]=[C:17]([C@@H:19]5[CH2:23][CH2:22][CH2:21][N:20]5[C:24]([O:26][C:27]([CH3:30])([CH3:29])[CH3:28])=[O:25])[NH:18][C:14]=3[CH:13]=[CH:12]4)[O:9][CH2:8][C:6]=2[CH:7]=1.[B:35]1([B:35]2[O:39][C:38]([CH3:41])([CH3:40])[C:37]([CH3:43])([CH3:42])[O:36]2)[O:39][C:38]([CH3:41])([CH3:40])[C:37]([CH3:43])([CH3:42])[O:36]1.CC(C1C=C(C(C)C)C(C2C=CC=CC=2P(C2CCCCC2)C2CCCCC2)=C(C(C)C)C=1)C.C([O-])(=O)C.[K+]. The catalyst is O1CCOCC1.C(OCC)(=O)C.C1C=CC(/C=C/C(/C=C/C2C=CC=CC=2)=O)=CC=1.C1C=CC(/C=C/C(/C=C/C2C=CC=CC=2)=O)=CC=1.C1C=CC(/C=C/C(/C=C/C2C=CC=CC=2)=O)=CC=1.[Pd].[Pd]. The product is [CH3:42][C:37]1([CH3:43])[C:38]([CH3:41])([CH3:40])[O:39][B:35]([C:2]2[CH:3]=[CH:4][C:5]3[C:34]4[C:10](=[C:11]5[C:31](=[CH:32][CH:33]=4)[C:15]4[N:16]=[C:17]([C@@H:19]6[CH2:23][CH2:22][CH2:21][N:20]6[C:24]([O:26][C:27]([CH3:30])([CH3:29])[CH3:28])=[O:25])[NH:18][C:14]=4[CH:13]=[CH:12]5)[O:9][CH2:8][C:6]=3[CH:7]=2)[O:36]1. The yield is 0.900. (2) The product is [N:6]1([CH2:1][C@@H:2]([OH:3])[CH2:4][OH:5])[CH2:11][CH2:10][O:9][CH2:8][CH2:7]1. The yield is 1.02. The catalyst is C(O)C. The reactants are [CH2:1]1[O:3][C@H:2]1[CH2:4][OH:5].[NH:6]1[CH2:11][CH2:10][O:9][CH2:8][CH2:7]1. (3) The reactants are [NH:1]1[CH2:4][CH:3]([N:5]2[CH2:10][CH2:9][N:8]([C:11]([O:13][C:14]([CH3:17])([CH3:16])[CH3:15])=[O:12])[CH2:7][CH:6]2[CH2:18][CH2:19][OH:20])[CH2:2]1.[Br:21][C:22]1[CH:23]=[C:24]([CH:41]=[C:42]([Br:44])[CH:43]=1)[C:25]([N:27]([CH2:29][C@H:30]([C:34]1[CH:39]=[CH:38][C:37]([F:40])=[CH:36][CH:35]=1)[CH2:31][CH:32]=O)[CH3:28])=[O:26].C([BH3-])#N.[Na+]. The catalyst is CO.[Cl-].[Zn+2].[Cl-]. The product is [Br:21][C:22]1[CH:23]=[C:24]([CH:41]=[C:42]([Br:44])[CH:43]=1)[C:25]([N:27]([CH3:28])[CH2:29][C@H:30]([C:34]1[CH:39]=[CH:38][C:37]([F:40])=[CH:36][CH:35]=1)[CH2:31][CH2:32][N:1]1[CH2:4][CH:3]([N:5]2[CH2:10][CH2:9][N:8]([C:11]([O:13][C:14]([CH3:15])([CH3:16])[CH3:17])=[O:12])[CH2:7][CH:6]2[CH2:18][CH2:19][OH:20])[CH2:2]1)=[O:26]. The yield is 0.380.